From a dataset of Reaction yield outcomes from USPTO patents with 853,638 reactions. Predict the reaction yield, written as a fraction of the theoretical maximum amount of product (1.0 means a 100% yield; for example, 0.34 means a 34% yield). The reactants are [C:1]([C:5]1[C:9]([CH2:10][CH2:11][CH2:12][OH:13])=[CH:8][N:7]([C:14]2[CH:19]=[CH:18][C:17]([Cl:20])=[CH:16][N:15]=2)[N:6]=1)([CH3:4])([CH3:3])[CH3:2].O[C:22]1[C:27]([CH3:28])=[CH:26][CH:25]=[CH:24][C:23]=1[CH2:29][C:30]([O:32]C)=[O:31].C(P(CCCC)CCCC)CCC.N(C(N1CCCCC1)=O)=NC(N1CCCCC1)=O. The catalyst is O1CCCC1. The product is [C:1]([C:5]1[C:9]([CH2:10][CH2:11][CH2:12][O:13][C:22]2[C:27]([CH3:28])=[CH:26][CH:25]=[CH:24][C:23]=2[CH2:29][C:30]([OH:32])=[O:31])=[CH:8][N:7]([C:14]2[CH:19]=[CH:18][C:17]([Cl:20])=[CH:16][N:15]=2)[N:6]=1)([CH3:4])([CH3:2])[CH3:3]. The yield is 0.420.